The task is: Predict the reactants needed to synthesize the given product.. This data is from Full USPTO retrosynthesis dataset with 1.9M reactions from patents (1976-2016). Given the product [F:3][CH:4]([F:13])[C:5]([CH:6]([CH2:15][C:16]([O:18][CH2:19][CH3:20])=[O:17])[C:7]([O:9][CH2:10][CH3:11])=[O:8])=[O:12], predict the reactants needed to synthesize it. The reactants are: [H-].[Na+].[F:3][CH:4]([F:13])[C:5](=[O:12])[CH2:6][C:7]([O:9][CH2:10][CH3:11])=[O:8].Br[CH2:15][C:16]([O:18][CH2:19][CH3:20])=[O:17].[Cl-].[NH4+].